Dataset: Reaction yield outcomes from USPTO patents with 853,638 reactions. Task: Predict the reaction yield, written as a fraction of the theoretical maximum amount of product (1.0 means a 100% yield; for example, 0.34 means a 34% yield). (1) The reactants are [F:1][C:2]1([F:23])[C:7](=[O:8])[N:6]([CH3:9])[C:5]2[CH:10]=[CH:11][C:12]([N:14]3[CH2:18][C@H:17]([C:19](N)=[O:20])[O:16][C:15]3=[O:22])=[CH:13][C:4]=2[O:3]1.O(S(C(F)(F)F)(=O)=O)[Li].[CH3:33][O:34]C(=O)[C@@H]1OC1.C1N=CN(C(N2C=NC=C2)=O)C=1. The catalyst is C(#N)C.Cl. The product is [CH3:33][O:34][C:19]([C@@H:17]1[O:16][C:15](=[O:22])[N:14]([C:12]2[CH:11]=[CH:10][C:5]3[N:6]([CH3:9])[C:7](=[O:8])[C:2]([F:1])([F:23])[O:3][C:4]=3[CH:13]=2)[CH2:18]1)=[O:20]. The yield is 0.770. (2) The reactants are [Cl:1][C:2]1[CH:7]=[C:6]([NH:8][C:9]2[N:14]=[C:13](Cl)[N:12]=[C:11]([NH:16][CH:17]3[CH2:23][CH2:22][CH2:21][CH2:20][CH2:19][CH2:18]3)[N:10]=2)[CH:5]=[CH:4][C:3]=1[OH:24].[CH3:25][N:26]1[CH2:31][CH2:30][CH:29]([NH:32][CH3:33])[CH2:28][CH2:27]1.[OH-].[Na+].O. The catalyst is C1COCC1. The product is [Cl:1][C:2]1[CH:7]=[C:6]([NH:8][C:9]2[N:10]=[C:11]([NH:16][CH:17]3[CH2:23][CH2:22][CH2:21][CH2:20][CH2:19][CH2:18]3)[N:12]=[C:13]([N:32]([CH3:33])[CH:29]3[CH2:30][CH2:31][N:26]([CH3:25])[CH2:27][CH2:28]3)[N:14]=2)[CH:5]=[CH:4][C:3]=1[OH:24]. The yield is 0.140. (3) The reactants are [NH2:1][C:2]1[C:11]2[C:6](=[CH:7][CH:8]=[CH:9][CH:10]=2)[CH:5]=[CH:4][C:3]=1[C:12]([OH:21])([C:17]([F:20])([F:19])[F:18])[C:13]([F:16])([F:15])[F:14].[CH3:22][O:23][CH2:24][C:25](Cl)=[O:26]. No catalyst specified. The product is [CH3:22][O:23][CH2:24][C:25]([NH:1][C:2]1[C:11]2[C:6](=[CH:7][CH:8]=[CH:9][CH:10]=2)[CH:5]=[CH:4][C:3]=1[C:12]([OH:21])([C:13]([F:14])([F:15])[F:16])[C:17]([F:18])([F:19])[F:20])=[O:26]. The yield is 0.610. (4) The reactants are [NH2:1][C@H:2]1[CH2:7][C:6]2[C:8]([N:12]3[CH2:17][CH2:16][N:15]([CH3:18])[CH2:14][CH2:13]3)=[CH:9][CH:10]=[CH:11][C:5]=2[O:4][CH2:3]1.C(N(CC)CC)C.[N:26]1([C:32]2[CH:37]=[CH:36][C:35]([S:38](Cl)(=[O:40])=[O:39])=[CH:34][CH:33]=2)[CH2:31][CH2:30][O:29][CH2:28][CH2:27]1. The catalyst is C(Cl)Cl. The product is [CH3:18][N:15]1[CH2:14][CH2:13][N:12]([C:8]2[C:6]3[CH2:7][C@H:2]([NH:1][S:38]([C:35]4[CH:34]=[CH:33][C:32]([N:26]5[CH2:31][CH2:30][O:29][CH2:28][CH2:27]5)=[CH:37][CH:36]=4)(=[O:39])=[O:40])[CH2:3][O:4][C:5]=3[CH:11]=[CH:10][CH:9]=2)[CH2:17][CH2:16]1. The yield is 0.610. (5) The reactants are ClC1C=C([C:9]2[N:13]3[C:14]4[N:22]=[C:21]([O:23][CH3:24])[CH:20]=[CH:19][C:15]=4[N:16]=[C:17]([CH3:18])[C:12]3=[C:11]([CH3:25])[N:10]=2)C=C(Cl)C=1.[Cl:26][C:27]1[CH:32]=[C:31]([F:33])[CH:30]=[CH:29][C:28]=1B(O)O. No catalyst specified. The product is [Cl:26][C:27]1[CH:32]=[C:31]([F:33])[CH:30]=[CH:29][C:28]=1[C:9]1[N:13]2[C:14]3[N:22]=[C:21]([O:23][CH3:24])[CH:20]=[CH:19][C:15]=3[N:16]=[C:17]([CH3:18])[C:12]2=[C:11]([CH3:25])[N:10]=1. The yield is 0.220.